Dataset: Catalyst prediction with 721,799 reactions and 888 catalyst types from USPTO. Task: Predict which catalyst facilitates the given reaction. (1) Reactant: [CH2:1]([O:8][CH2:9][CH2:10][CH2:11][CH2:12]O)[C:2]1[CH:7]=[CH:6][CH:5]=[CH:4][CH:3]=1.N1C=CN=C1.C1(P(C2C=CC=CC=2)C2C=CC=CC=2)C=CC=CC=1.[I:38]I.C(=O)(O)[O-].[Na+].S([O-])([O-])(=O)=S. Product: [I:38][CH2:12][CH2:11][CH2:10][CH2:9][O:8][CH2:1][C:2]1[CH:7]=[CH:6][CH:5]=[CH:4][CH:3]=1. The catalyst class is: 11. (2) Reactant: [C:1]([NH:4][C:5]1[CH:6]=[C:7]([N:11]([C:19]2([C:32]([O:34][CH3:35])=[O:33])[CH2:24][CH2:23][N:22](C(OC(C)(C)C)=O)[CH2:21][CH2:20]2)[C:12]([C:14]2[O:15][CH:16]=[CH:17][CH:18]=2)=[O:13])[CH:8]=[CH:9][CH:10]=1)(=[O:3])[CH3:2].FC(F)(F)C(O)=O.C(=O)([O-])O.[Na+].[Cl-].[Na+]. Product: [C:1]([NH:4][C:5]1[CH:6]=[C:7]([N:11]([C:19]2([C:32]([O:34][CH3:35])=[O:33])[CH2:20][CH2:21][NH:22][CH2:23][CH2:24]2)[C:12]([C:14]2[O:15][CH:16]=[CH:17][CH:18]=2)=[O:13])[CH:8]=[CH:9][CH:10]=1)(=[O:3])[CH3:2]. The catalyst class is: 4. (3) Reactant: [CH3:1][S:2][C:3]1[C:11]2[C:6](=[CH:7][C:8]([N:12]3[CH2:17][CH2:16][N:15]([C:18]([CH:20]4[CH2:25][CH2:24][CH2:23][N:22](C(OC(C)(C)C)=O)[CH2:21]4)=[O:19])[CH2:14][CH2:13]3)=[CH:9][CH:10]=2)[N:5]([C:33]2[CH:38]=[CH:37][CH:36]=[CH:35][CH:34]=2)[N:4]=1.[ClH:39]. Product: [ClH:39].[CH3:1][S:2][C:3]1[C:11]2[C:6](=[CH:7][C:8]([N:12]3[CH2:17][CH2:16][N:15]([C:18]([CH:20]4[CH2:25][CH2:24][CH2:23][NH:22][CH2:21]4)=[O:19])[CH2:14][CH2:13]3)=[CH:9][CH:10]=2)[N:5]([C:33]2[CH:34]=[CH:35][CH:36]=[CH:37][CH:38]=2)[N:4]=1. The catalyst class is: 4. (4) Product: [CH3:24][C:22]([NH:25][C:26](=[O:32])[O:27][C:28]([CH3:30])([CH3:29])[CH3:31])([CH3:23])[CH2:21][CH2:20][N:19]1[C:14]2[CH:15]=[CH:16][CH:17]=[CH:18][C:13]=2[C:6]([CH2:7][CH2:8][CH3:9])([CH2:10][CH2:11][CH3:12])[O:5][C:1]1=[O:2]. The catalyst class is: 476. Reactant: [C:1](Cl)(Cl)=[O:2].[OH:5][C:6]([C:13]1[CH:18]=[CH:17][CH:16]=[CH:15][C:14]=1[NH:19][CH2:20][CH2:21][C:22]([NH:25][C:26](=[O:32])[O:27][C:28]([CH3:31])([CH3:30])[CH3:29])([CH3:24])[CH3:23])([CH2:10][CH2:11][CH3:12])[CH2:7][CH2:8][CH3:9].C(N(CC)CC)C.N.